From a dataset of Peptide-MHC class II binding affinity with 134,281 pairs from IEDB. Regression. Given a peptide amino acid sequence and an MHC pseudo amino acid sequence, predict their binding affinity value. This is MHC class II binding data. (1) The peptide sequence is PLYKLVHVFINTQYA. The MHC is DRB1_0405 with pseudo-sequence DRB1_0405. The binding affinity (normalized) is 0.737. (2) The peptide sequence is AFELDGDNLFPKV. The MHC is DRB1_0401 with pseudo-sequence DRB1_0401. The binding affinity (normalized) is 0.634. (3) The peptide sequence is AVSTAAVAAAPQTTP. The MHC is DRB1_1501 with pseudo-sequence DRB1_1501. The binding affinity (normalized) is 0.209. (4) The peptide sequence is NLALSIKYNKEGDSM. The MHC is DRB5_0101 with pseudo-sequence DRB5_0101. The binding affinity (normalized) is 0.243. (5) The MHC is DRB1_1201 with pseudo-sequence DRB1_1201. The binding affinity (normalized) is 0.452. The peptide sequence is KAIKESTGGAYDTYK. (6) The peptide sequence is GPKEPFRDYVDRFYKTLR. The binding affinity (normalized) is 0.150. The MHC is HLA-DPA10103-DPB10301 with pseudo-sequence HLA-DPA10103-DPB10301. (7) The peptide sequence is FLHATDLLPAY. The MHC is HLA-DQA10401-DQB10402 with pseudo-sequence HLA-DQA10401-DQB10402. The binding affinity (normalized) is 0. (8) The peptide sequence is EFEPPHAATIRVLAL. The MHC is H-2-IEd with pseudo-sequence H-2-IEd. The binding affinity (normalized) is 0.120. (9) The peptide sequence is NRASLMQLISTNVFG. The MHC is HLA-DQA10501-DQB10201 with pseudo-sequence HLA-DQA10501-DQB10201. The binding affinity (normalized) is 0.415.